Task: Predict the reaction yield, written as a fraction of the theoretical maximum amount of product (1.0 means a 100% yield; for example, 0.34 means a 34% yield).. Dataset: Reaction yield outcomes from USPTO patents with 853,638 reactions (1) The reactants are C(OC1N=CC([NH:15][C:16]2[CH:21]=[C:20]([O:22][CH2:23][C:24]3[CH:29]=[CH:28][C:27]([O:30][CH3:31])=[CH:26][CH:25]=3)[CH:19]=[C:18]([Br:32])[CH:17]=2)=CC=1)C1C=CC=CC=1.C(OC1N=CC(N)=CC=1)C1C=CC=CC=1.BrC1C=C(OCC2C=CC(OC)=CC=2)C=C(Br)C=1.CC([O-])(C)C.[Na+]. The catalyst is C1C=CC(/C=C/C(/C=C/C2C=CC=CC=2)=O)=CC=1.C1C=CC(/C=C/C(/C=C/C2C=CC=CC=2)=O)=CC=1.C1C=CC(/C=C/C(/C=C/C2C=CC=CC=2)=O)=CC=1.[Pd].[Pd].C1C=CC(P(C2C(C3C(P(C4C=CC=CC=4)C4C=CC=CC=4)=CC=C4C=3C=CC=C4)=C3C(C=CC=C3)=CC=2)C2C=CC=CC=2)=CC=1. The product is [Br:32][C:18]1[CH:17]=[C:16]([NH2:15])[CH:21]=[C:20]([O:22][CH2:23][C:24]2[CH:25]=[CH:26][C:27]([O:30][CH3:31])=[CH:28][CH:29]=2)[CH:19]=1. The yield is 0.470. (2) The reactants are [C:1]([C:5]1[O:9][N:8]=[C:7]([NH:10][C:11]([NH:13][C:14]2[CH:19]=[CH:18][CH:17]=[C:16]([O:20][C:21]3[C:30]4[C:25](=[CH:26][C:27]([O:33][CH2:34][CH2:35][CH2:36]Cl)=[C:28]([O:31][CH3:32])[CH:29]=4)[N:24]=[CH:23][N:22]=3)[CH:15]=2)=[O:12])[CH:6]=1)([CH3:4])([CH3:3])[CH3:2].[CH3:38][S:39]([N:42]1[CH2:47][CH2:46][NH:45][CH2:44][CH2:43]1)(=[O:41])=[O:40]. No catalyst specified. The product is [C:1]([C:5]1[O:9][N:8]=[C:7]([NH:10][C:11]([NH:13][C:14]2[CH:19]=[CH:18][CH:17]=[C:16]([O:20][C:21]3[C:30]4[C:25](=[CH:26][C:27]([O:33][CH2:34][CH2:35][CH2:36][N:45]5[CH2:46][CH2:47][N:42]([S:39]([CH3:38])(=[O:41])=[O:40])[CH2:43][CH2:44]5)=[C:28]([O:31][CH3:32])[CH:29]=4)[N:24]=[CH:23][N:22]=3)[CH:15]=2)=[O:12])[CH:6]=1)([CH3:4])([CH3:3])[CH3:2]. The yield is 0.180.